From a dataset of Catalyst prediction with 721,799 reactions and 888 catalyst types from USPTO. Predict which catalyst facilitates the given reaction. (1) Reactant: [CH3:1][C:2]1[C@@H:19]([O:20][C:21]([C@H:23]([OH:40])[C@@H:24]([NH:31][C:32]([C:34]2[CH:35]=[CH:36][CH:37]=[CH:38][CH:39]=2)=[O:33])[C:25]2[CH:26]=[CH:27][CH:28]=[CH:29][CH:30]=2)=[O:22])[CH2:18][C@:14]2([OH:41])[C:15]([CH3:17])([CH3:16])[C:3]=1[C@@H:4]([O:59][C:60]([CH3:62])=[O:61])[C:5]([C@@:7]1([CH3:58])[C@H:12]([C@@H:13]2[O:42][C:43]([C:45]2[CH:46]=[CH:47][CH:48]=[CH:49][CH:50]=2)=[O:44])[C@:11]2([O:53][C:54]([CH3:56])=[O:55])[CH2:51][O:52][C@@H:10]2[CH2:9][C@@H:8]1[OH:57])=[O:6].[CH3:63][CH:64]([CH2:66][CH2:67][CH2:68][C@H:69]([C@@H:71]1[C@:89]2([CH3:90])[C@H:74]([C@H:75]3[C@H:86]([CH2:87][CH2:88]2)[C@:84]2([CH3:85])[C:78]([CH2:79][C@H:80]([CH2:82][CH2:83]2)[OH:81])=[CH:77][CH2:76]3)[CH2:73][CH2:72]1)[CH3:70])[CH3:65]. Product: [CH3:1][C:2]1[C@@H:19]([O:20][C:21]([C@H:23]([OH:40])[C@@H:24]([NH:31][C:32]([C:34]2[CH:39]=[CH:38][CH:37]=[CH:36][CH:35]=2)=[O:33])[C:25]2[CH:26]=[CH:27][CH:28]=[CH:29][CH:30]=2)=[O:22])[CH2:18][C@:14]2([OH:41])[C:15]([CH3:16])([CH3:17])[C:3]=1[C@@H:4]([O:59][C:60]([CH3:62])=[O:61])[C:5]([C@@:7]1([CH3:58])[C@H:12]([C@@H:13]2[O:42][C:43]([C:45]2[CH:50]=[CH:49][CH:48]=[CH:47][CH:46]=2)=[O:44])[C@:11]2([O:53][C:54]([CH3:56])=[O:55])[CH2:51][O:52][C@@H:10]2[CH2:9][C@@H:8]1[OH:57])=[O:6].[CH3:65][CH:64]([CH2:66][CH2:67][CH2:68][C@H:69]([C@@H:71]1[C@:89]2([CH3:90])[C@H:74]([C@H:75]3[C@H:86]([CH2:87][CH2:88]2)[C@:84]2([CH3:85])[C:78]([CH2:79][C@H:80]([CH2:82][CH2:83]2)[OH:81])=[CH:77][CH2:76]3)[CH2:73][CH2:72]1)[CH3:70])[CH3:63]. The catalyst class is: 13. (2) Reactant: O.[NH2:2][C@H:3]([C:14]([OH:16])=[O:15])[CH2:4][C:5]1[C:13]2[C:8](=[CH:9][CH:10]=[CH:11][CH:12]=2)[NH:7][CH:6]=1.C(=O)([O-])O.[Na+].[C:22]([C:24]1[CH:25]=[C:26]([CH:30]=[CH:31][C:32](ON2C(=O)CCC2=O)=[O:33])[CH:27]=[CH:28][CH:29]=1)#[N:23]. Product: [C:22]([C:24]1[CH:25]=[C:26]([CH:30]=[CH:31][C:32]([NH:2][C@H:3]([C:14]([OH:16])=[O:15])[CH2:4][C:5]2[C:13]3[C:8](=[CH:9][CH:10]=[CH:11][CH:12]=3)[NH:7][CH:6]=2)=[O:33])[CH:27]=[CH:28][CH:29]=1)#[N:23]. The catalyst class is: 12. (3) Reactant: [CH3:1][C:2]1[CH:7]=[C:6]([F:8])[CH:5]=[CH:4][C:3]=1[C:9]1[C:10]2[C:19]([C:20]#[N:21])=[CH:18][N:17]([CH2:22][O:23][CH2:24][CH2:25][Si:26]([CH3:29])([CH3:28])[CH3:27])[C:11]=2[N:12]=[C:13]([S:15][CH3:16])[N:14]=1.Cl.[CH2:31]([N:33]([CH2:37]C)[CH2:34][CH2:35]S)[CH3:32].CCN(CC)CC. Product: [CH2:31]([N:33]([CH2:34][CH3:35])[CH2:37][CH2:16][S:15][C:13]1[N:14]=[C:9]([C:3]2[CH:4]=[CH:5][C:6]([F:8])=[CH:7][C:2]=2[CH3:1])[C:10]2[C:19]([C:20]#[N:21])=[CH:18][N:17]([CH2:22][O:23][CH2:24][CH2:25][Si:26]([CH3:27])([CH3:29])[CH3:28])[C:11]=2[N:12]=1)[CH3:32]. The catalyst class is: 3. (4) Reactant: [CH3:1][C@@H:2]([CH2:5][CH2:6]Br)[CH2:3]Br.[NH2:8][C@@H:9]([CH3:12])[CH2:10][OH:11].C(=O)([O-])[O-].[K+].[K+]. Product: [CH3:1][C@H:2]1[CH2:5][CH2:6][N:8]([C@@H:9]([CH3:12])[CH2:10][OH:11])[CH2:3]1. The catalyst class is: 10.